From a dataset of NCI-60 drug combinations with 297,098 pairs across 59 cell lines. Regression. Given two drug SMILES strings and cell line genomic features, predict the synergy score measuring deviation from expected non-interaction effect. (1) Drug 1: CC1=C(C=C(C=C1)C(=O)NC2=CC(=CC(=C2)C(F)(F)F)N3C=C(N=C3)C)NC4=NC=CC(=N4)C5=CN=CC=C5. Drug 2: CNC(=O)C1=NC=CC(=C1)OC2=CC=C(C=C2)NC(=O)NC3=CC(=C(C=C3)Cl)C(F)(F)F. Cell line: UACC-257. Synergy scores: CSS=4.67, Synergy_ZIP=0.118, Synergy_Bliss=-1.51, Synergy_Loewe=2.75, Synergy_HSA=-2.40. (2) Drug 1: CN1CCC(CC1)COC2=C(C=C3C(=C2)N=CN=C3NC4=C(C=C(C=C4)Br)F)OC. Drug 2: C1=NC(=NC(=O)N1C2C(C(C(O2)CO)O)O)N. Cell line: HT29. Synergy scores: CSS=13.0, Synergy_ZIP=-0.0208, Synergy_Bliss=3.91, Synergy_Loewe=1.11, Synergy_HSA=2.25. (3) Drug 1: CNC(=O)C1=CC=CC=C1SC2=CC3=C(C=C2)C(=NN3)C=CC4=CC=CC=N4. Drug 2: C1=NC2=C(N=C(N=C2N1C3C(C(C(O3)CO)O)O)F)N. Cell line: NCI/ADR-RES. Synergy scores: CSS=15.5, Synergy_ZIP=-10.8, Synergy_Bliss=-13.3, Synergy_Loewe=-23.8, Synergy_HSA=-13.5.